The task is: Predict the product of the given reaction.. This data is from Forward reaction prediction with 1.9M reactions from USPTO patents (1976-2016). (1) Given the reactants C([O:8][C@@H:9]1[C@H:13]([O:14]CC2C=CC=CC=2)[C@@H:12]([CH2:22][O:23]CC2C=CC=CC=2)[O:11][CH:10]1[N:31]1[CH:35]=[C:34]([I:36])[CH:33]=[C:32]1[CH:37]=[O:38])C1C=CC=CC=1.CO.[NH4+].[OH-].O, predict the reaction product. The product is: [C@@H:10]1([N:31]2[CH:35]=[C:34]([I:36])[CH:33]=[C:32]2[CH:37]=[O:38])[O:11][C@H:12]([CH2:22][OH:23])[C@@H:13]([OH:14])[C@H:9]1[OH:8]. (2) The product is: [CH2:1]([O:3][C:4]1[CH:9]=[CH:8][C:7]([N:10]2[C:11]([CH3:22])=[C:12]3[C:17]([C:16]([CH3:20])=[N:15][N:14]=[C:13]3[CH3:21])=[C:18]2[CH3:19])=[CH:6][C:5]=1[CH:23]=[O:24])[CH3:2]. Given the reactants [CH2:1]([O:3][C:4]1[CH:9]=[CH:8][C:7]([N:10]2[C:18]([CH3:19])=[C:17]3[C:12]([C:13]([CH3:21])=[N:14][N:15]=[C:16]3[CH3:20])=[C:11]2[CH3:22])=[CH:6][C:5]=1[CH2:23][OH:24])[CH3:2], predict the reaction product. (3) Given the reactants C[O:2][C:3]1[CH:11]=[C:10]([CH2:12][CH2:13][CH2:14][CH2:15][CH2:16][CH2:17][CH2:18][CH2:19][CH3:20])[CH:9]=[CH:8][C:4]=1[C:5]([OH:7])=[O:6].CCO.O.B(Br)(Br)Br, predict the reaction product. The product is: [CH2:12]([C:10]1[CH:11]=[C:3]([OH:2])[C:4](=[CH:8][CH:9]=1)[C:5]([OH:7])=[O:6])[CH2:13][CH2:14][CH2:15][CH2:16][CH2:17][CH2:18][CH2:19][CH3:20]. (4) Given the reactants [NH2:1][C:2]1[C:10]2[C:9]([C:11]3[CH:16]=[C:15]([O:17][CH3:18])[CH:14]=[CH:13][N:12]=3)=[N:8][C:7]([S:19][CH3:20])=[N:6][C:5]=2[S:4][C:3]=1[C:21]([NH2:23])=[O:22].ClC1C=C(C=CC=1)C(OO)=[O:29], predict the reaction product. The product is: [NH2:1][C:2]1[C:10]2[C:9]([C:11]3[CH:16]=[C:15]([O:17][CH3:18])[CH:14]=[CH:13][N:12]=3)=[N:8][C:7]([S:19]([CH3:20])=[O:29])=[N:6][C:5]=2[S:4][C:3]=1[C:21]([NH2:23])=[O:22]. (5) Given the reactants [Cl:1][C:2]1[CH:7]=[CH:6][C:5]([CH2:8][C:9]([OH:11])=O)=[CH:4][CH:3]=1.C1(=O)O[C:15](=[O:16])[C:14]2=[CH:18][CH:19]=[CH:20][CH:21]=[C:13]12.C([O-])(=O)C.[Na+].CN1C(=O)CCC1.O, predict the reaction product. The product is: [Cl:1][C:2]1[CH:3]=[CH:4][C:5](/[CH:8]=[C:9]2/[O:11][C:15](=[O:16])[C:14]3[CH:18]=[CH:19][CH:20]=[CH:21][C:13]/2=3)=[CH:6][CH:7]=1. (6) Given the reactants [N:1]1[C:10]2[C:5](=[CH:6][CH:7]=[CH:8][C:9]=2[NH2:11])[CH:4]=[N:3][CH:2]=1.[C:12]1([S:18](Cl)(=[O:20])=[O:19])[CH:17]=[CH:16][CH:15]=[CH:14][CH:13]=1, predict the reaction product. The product is: [N:1]1[C:10]2[C:5](=[CH:6][CH:7]=[CH:8][C:9]=2[NH:11][S:18]([C:12]2[CH:17]=[CH:16][CH:15]=[CH:14][CH:13]=2)(=[O:20])=[O:19])[CH:4]=[N:3][CH:2]=1. (7) The product is: [CH3:8][N:9]([CH3:13])[C:10]([C:2]1[CH:3]=[N:4][CH:5]=[CH:6][CH:7]=1)=[S:11]. Given the reactants O[C:2]1[CH:3]=[N:4][CH:5]=[CH:6][CH:7]=1.[CH3:8][N:9]([CH3:13])[C:10](Cl)=[S:11].CCOCC, predict the reaction product. (8) Given the reactants [N:1]1[CH:6]=[CH:5][CH:4]=[CH:3][C:2]=1[CH3:7].[Li]CCCC.[C:13](OC)(=[O:17])[CH2:14][CH2:15][CH3:16], predict the reaction product. The product is: [O:17]=[C:13]([CH2:14][CH2:15][CH3:16])[CH2:7][C:2]1[CH:3]=[CH:4][CH:5]=[CH:6][N:1]=1.